From a dataset of Forward reaction prediction with 1.9M reactions from USPTO patents (1976-2016). Predict the product of the given reaction. (1) Given the reactants CC(C)([O-])C.[K+].Cl[CH2:8][CH2:9][NH:10][C:11]([NH:13][CH2:14][C:15]1[CH:20]=[CH:19][C:18]([C:21]2[CH:26]=[C:25]([NH:27][C:28]3[N:33]=[C:32]([C:34]([F:37])([F:36])[F:35])[CH:31]=[CH:30][N:29]=3)[CH:24]=[C:23]([CH3:38])[CH:22]=2)=[CH:17][N:16]=1)=[O:12], predict the reaction product. The product is: [CH3:38][C:23]1[CH:22]=[C:21]([C:18]2[CH:19]=[CH:20][C:15]([CH2:14][N:13]3[CH2:8][CH2:9][NH:10][C:11]3=[O:12])=[N:16][CH:17]=2)[CH:26]=[C:25]([NH:27][C:28]2[N:33]=[C:32]([C:34]([F:37])([F:36])[F:35])[CH:31]=[CH:30][N:29]=2)[CH:24]=1. (2) Given the reactants [C:1]([O:5][C:6]([N:8]([C:39]([O:41][C:42]([CH3:45])([CH3:44])[CH3:43])=[O:40])[C:9]1[C:14]([C:15]([O:17][CH3:18])=[O:16])=[C:13]([OH:19])[C:12]([C:20]2[C:24]([F:25])=[C:23]([Si](C)(C)C)[O:22][C:21]=2[CH2:30][O:31][Si](C(C)(C)C)(C)C)=[CH:11][CH:10]=1)=[O:7])([CH3:4])([CH3:3])[CH3:2].[F-].C([N+](CCCC)(CCCC)CCCC)CCC, predict the reaction product. The product is: [C:1]([O:5][C:6]([N:8]([C:39]([O:41][C:42]([CH3:45])([CH3:44])[CH3:43])=[O:40])[C:9]1[C:14]([C:15]([O:17][CH3:18])=[O:16])=[C:13]([OH:19])[C:12]([C:20]2[C:24]([F:25])=[CH:23][O:22][C:21]=2[CH2:30][OH:31])=[CH:11][CH:10]=1)=[O:7])([CH3:3])([CH3:4])[CH3:2]. (3) Given the reactants C([O:3][P:4]([CH2:9][CH2:10][O:11][CH2:12][CH2:13][O:14][CH2:15][CH2:16][O:17][CH2:18][CH2:19][NH:20][C:21](=[O:63])[C@@H:22]([NH:52]C(OCC1C=CC=CC=1)=O)[CH2:23][S:24][CH2:25][C@H:26]([O:40][C:41](=[O:51])[NH:42][CH2:43][CH2:44][CH2:45][CH2:46][CH2:47][CH2:48][CH2:49][CH3:50])[CH2:27][O:28][C:29](=[O:39])[NH:30][CH2:31][CH2:32][CH2:33][CH2:34][CH2:35][CH2:36][CH2:37][CH3:38])(=[O:8])[O:5]CC)C.C[Si](Br)(C)C, predict the reaction product. The product is: [NH2:52][C@@H:22]([CH2:23][S:24][CH2:25][C@H:26]([O:40][C:41](=[O:51])[NH:42][CH2:43][CH2:44][CH2:45][CH2:46][CH2:47][CH2:48][CH2:49][CH3:50])[CH2:27][O:28][C:29](=[O:39])[NH:30][CH2:31][CH2:32][CH2:33][CH2:34][CH2:35][CH2:36][CH2:37][CH3:38])[C:21](=[O:63])[NH:20][CH2:19][CH2:18][O:17][CH2:16][CH2:15][O:14][CH2:13][CH2:12][O:11][CH2:10][CH2:9][P:4](=[O:3])([OH:5])[OH:8]. (4) Given the reactants [S:1]1[CH2:5][CH2:4][NH:3][CH:2]1[C:6]([OH:8])=[O:7].[N:9]([O-])=[O:10].[Na+], predict the reaction product. The product is: [N:9]([N:3]1[CH2:4][CH2:5][S:1][CH:2]1[C:6]([OH:8])=[O:7])=[O:10]. (5) Given the reactants [CH3:1][N:2]1[CH:6]=[CH:5][CH:4]=[C:3]1[C:7]([OH:9])=O.CN(C(ON1N=NC2C=CC=NC1=2)=[N+](C)C)C.F[P-](F)(F)(F)(F)F.C(N(CC)CC)C.Cl.[NH2:42][CH:43]1[CH2:52][CH2:51][C:50]2[CH:49]=[C:48]([C:53]([O:55][CH3:56])=[O:54])[CH:47]=[CH:46][C:45]=2[CH2:44]1, predict the reaction product. The product is: [CH3:1][N:2]1[CH:6]=[CH:5][CH:4]=[C:3]1[C:7]([NH:42][CH:43]1[CH2:52][CH2:51][C:50]2[CH:49]=[C:48]([C:53]([O:55][CH3:56])=[O:54])[CH:47]=[CH:46][C:45]=2[CH2:44]1)=[O:9].